This data is from NCI-60 drug combinations with 297,098 pairs across 59 cell lines. The task is: Regression. Given two drug SMILES strings and cell line genomic features, predict the synergy score measuring deviation from expected non-interaction effect. Drug 1: CN1C2=C(C=C(C=C2)N(CCCl)CCCl)N=C1CCCC(=O)O.Cl. Drug 2: C1C(C(OC1N2C=NC(=NC2=O)N)CO)O. Cell line: CCRF-CEM. Synergy scores: CSS=26.2, Synergy_ZIP=0.465, Synergy_Bliss=0.497, Synergy_Loewe=-23.3, Synergy_HSA=0.952.